This data is from M1 muscarinic receptor antagonist screen with 61,756 compounds. The task is: Binary Classification. Given a drug SMILES string, predict its activity (active/inactive) in a high-throughput screening assay against a specified biological target. (1) The molecule is Clc1ccc(CSc2n3c(=NC(CCC(=O)NCc4occc4)C3=O)c3c(n2)cccc3)cc1. The result is 0 (inactive). (2) The drug is S1\C(=C2/CCCCCC2)C(=O)N(C1=S)C. The result is 0 (inactive). (3) The molecule is s1c2c(CCN(C2)C)c(c1NC(=O)C(F)(OC)C(F)(F)F)C(OCC)=O. The result is 0 (inactive).